Dataset: Forward reaction prediction with 1.9M reactions from USPTO patents (1976-2016). Task: Predict the product of the given reaction. (1) Given the reactants [F:1][C:2]1[CH:3]=[C:4]([CH2:8][CH2:9][C:10]([OH:12])=[O:11])[CH:5]=[CH:6][CH:7]=1.OS(O)(=O)=O.[CH3:18]O, predict the reaction product. The product is: [F:1][C:2]1[CH:3]=[C:4]([CH2:8][CH2:9][C:10]([O:12][CH3:18])=[O:11])[CH:5]=[CH:6][CH:7]=1. (2) The product is: [CH:21]12[NH:26][CH:24]([CH2:23][CH2:22]1)[CH2:25][C:19](=[C:10]1[C:9]3[CH:8]=[CH:7][CH:6]=[C:5]([CH2:3][OH:2])[C:18]=3[O:17][C:16]3[C:11]1=[CH:12][CH:13]=[CH:14][CH:15]=3)[CH2:20]2. Given the reactants C[O:2][C:3]([C:5]1[C:18]2[O:17][C:16]3[C:11](=[CH:12][CH:13]=[CH:14][CH:15]=3)[C:10](=[C:19]3[CH2:25][CH:24]4[N:26](C(=O)C(F)(F)F)[CH:21]([CH2:22][CH2:23]4)[CH2:20]3)[C:9]=2[CH:8]=[CH:7][CH:6]=1)=O.[H-].C([Al+]CC(C)C)C(C)C.[C@H](O)(C([O-])=O)[C@@H](O)C([O-])=O.[Na+].[K+], predict the reaction product. (3) Given the reactants Br[C:2]1[CH:20]=[CH:19][C:5]([CH2:6][CH:7]2[CH2:11][CH2:10][N:9]([CH:12]3[CH2:17][CH2:16][CH2:15][CH2:14][CH2:13]3)[C:8]2=[O:18])=[C:4]([Cl:21])[CH:3]=1.C([Sn](CCCC)(CCCC)[C:27]1[CH:32]=[CH:31][CH:30]=[CH:29][N:28]=1)CCC.O.C(OCC)(=O)C, predict the reaction product. The product is: [Cl:21][C:4]1[CH:3]=[CH:2][CH:20]=[CH:19][C:5]=1[CH:6]([C:27]1[CH:32]=[CH:31][CH:30]=[CH:29][N:28]=1)[CH:7]1[CH2:11][CH2:10][N:9]([CH:12]2[CH2:17][CH2:16][CH2:15][CH2:14][CH2:13]2)[C:8]1=[O:18]. (4) Given the reactants [C:1]([N:4]1[C:8]2[CH:9]=[C:10]([CH3:14])[C:11]([CH3:13])=[CH:12][C:7]=2[NH:6][C:5]1=[O:15])([CH3:3])=[CH2:2].C([O-])([O-])=O.[K+].[K+].[CH3:22][N:23]1[C:31]2[C:26](=[C:27]([CH3:32])[CH:28]=[CH:29][CH:30]=2)[C:25]([CH2:33][N+](C)(C)C)=[CH:24]1.[I-], predict the reaction product. The product is: [CH3:22][N:23]1[C:31]2[C:26](=[C:27]([CH3:32])[CH:28]=[CH:29][CH:30]=2)[C:25]([CH2:33][N:6]2[C:7]3[CH:12]=[C:11]([CH3:13])[C:10]([CH3:14])=[CH:9][C:8]=3[N:4]([C:1]([CH3:3])=[CH2:2])[C:5]2=[O:15])=[CH:24]1. (5) Given the reactants Cl.O1CCOCC1.[CH2:8]([N:15]1[CH2:30][CH2:29][C:18]2([CH:22]([C:23]([O:25][CH2:26][CH3:27])=[O:24])[C:21](=O)[CH2:20][CH2:19]2)[CH2:17][CH2:16]1)[C:9]1[CH:14]=[CH:13][CH:12]=[CH:11][CH:10]=1.[NH2:31][C:32]([NH2:34])=[O:33].[OH-].[Na+], predict the reaction product. The product is: [CH2:8]([N:15]1[CH2:30][CH2:29][C:18]2([C:22]([C:23]([O:25][CH2:26][CH3:27])=[O:24])=[C:21]([NH:31][C:32]([NH2:34])=[O:33])[CH2:20][CH2:19]2)[CH2:17][CH2:16]1)[C:9]1[CH:10]=[CH:11][CH:12]=[CH:13][CH:14]=1. (6) The product is: [C:24]([NH:23][C:2]1([NH2:1])[NH:11][C:10](=[O:12])[C:9]2[C:4](=[N:5][CH:6]=[C:7]([C:13]3[CH:18]=[CH:17][C:16]([O:19][CH3:20])=[C:15]([O:21][CH3:22])[CH:14]=3)[N:8]=2)[NH:3]1)(=[O:26])[CH3:25]. Given the reactants [NH2:1][C:2]1([NH2:23])[NH:11][C:10](=[O:12])[C:9]2[C:4](=[N:5][CH:6]=[C:7]([C:13]3[CH:18]=[CH:17][C:16]([O:19][CH3:20])=[C:15]([O:21][CH3:22])[CH:14]=3)[N:8]=2)[NH:3]1.[C:24](OC(=O)C)(=[O:26])[CH3:25], predict the reaction product. (7) The product is: [CH2:16]([O:15][C:13]([N:12]([C:3]1([C:7]([O:9][CH3:10])=[O:8])[CH2:4][CH2:5][CH2:6][C:2]1=[O:1])[NH:11][C:18]([O:20][CH2:21][CH3:22])=[O:19])=[O:14])[CH3:17]. Given the reactants [O:1]=[C:2]1[CH2:6][CH2:5][CH2:4][CH:3]1[C:7]([O:9][CH3:10])=[O:8].[N:11]([C:18]([O:20][CH2:21][CH3:22])=[O:19])=[N:12][C:13]([O:15][CH2:16][CH3:17])=[O:14], predict the reaction product. (8) Given the reactants [Cl:1][C:2]1[CH:3]=[C:4]([C@@H:12]([CH2:16][CH:17]2[CH2:21][CH2:20][CH2:19][CH2:18]2)[C:13]([OH:15])=O)[CH:5]=[CH:6][C:7]=1[S:8]([CH3:11])(=[O:10])=[O:9].C(Cl)(=O)C(Cl)=O.[CH2:28]([O:31][C:32]1[N:33]=[CH:34][C:35]([NH2:38])=[N:36][CH:37]=1)[CH:29]=[CH2:30].N1C=CC=CC=1, predict the reaction product. The product is: [CH2:28]([O:31][C:32]1[N:33]=[CH:34][C:35]([NH:38][C:13](=[O:15])[C@@H:12]([C:4]2[CH:5]=[CH:6][C:7]([S:8]([CH3:11])(=[O:9])=[O:10])=[C:2]([Cl:1])[CH:3]=2)[CH2:16][CH:17]2[CH2:21][CH2:20][CH2:19][CH2:18]2)=[N:36][CH:37]=1)[CH:29]=[CH2:30].